This data is from Forward reaction prediction with 1.9M reactions from USPTO patents (1976-2016). The task is: Predict the product of the given reaction. (1) Given the reactants [Si](O[C@H]([C@H]1C[C@@H](OCCC)CN1C(OC(C)(C)C)=O)[C@@H:10]([NH:20][C:21](=[O:31])[C:22]1[CH:27]=[CH:26][CH:25]=[C:24]([C:28](=[O:30])[NH2:29])[CH:23]=1)[CH2:11][C:12]1[CH:17]=C(F)C=C(F)C=1)(C(C)(C)C)(C)C.C(OC([C@@H:58]([CH2:81][C:82]1[CH:87]=[C:86]([F:88])[CH:85]=[C:84]([F:89])[CH:83]=1)[C@@H:59]([C@H:68]1[CH2:72][C@@H:71]([OH:73])[CH2:70][N:69]1C(OC(C)(C)C)=O)[O:60][Si](C(C)(C)C)(C)C)=O)C1C=CC=CC=1.C(O[C@H]1CN(C(OC(C)(C)C)=O)[C@@H]([C@@H](O[Si](C(C)(C)C)(C)C)[C@@H](C(OCC2C=CC=CC=2)=O)C[C:109]2[CH:114]=[C:113](F)[CH:112]=[C:111](F)[CH:110]=2)C1)C=C.[CH2:135]1N2CCN(CC2)C1.[OH-].[Na+].[O-][Mn](=O)(=O)=O.[K+], predict the reaction product. The product is: [CH2:10]([N:20]([CH3:135])[C:21](=[O:31])[C:22]1[CH:27]=[CH:26][CH:25]=[C:24]([C:28]([NH:29][C@@H:58]([CH2:81][C:82]2[CH:83]=[C:84]([F:89])[CH:85]=[C:86]([F:88])[CH:87]=2)[C@H:59]([OH:60])[C@H:68]2[CH2:72][C:71]([OH:73])([C:109]3[CH:114]=[CH:113][CH:112]=[CH:111][CH:110]=3)[CH2:70][NH:69]2)=[O:30])[CH:23]=1)[CH2:11][CH2:12][CH3:17]. (2) The product is: [NH3:6].[CH:18]([N:15]1[CH2:16][CH2:17][N:12]([C:10]([C:7]2[CH:8]=[CH:9][C:4]([CH2:3][N:30]3[CH2:31][CH2:26][CH2:27][CH2:28][CH2:29]3)=[CH:5][N:6]=2)=[O:11])[CH2:13][CH2:14]1)([CH3:20])[CH3:19]. Given the reactants CO[C:3](=O)[C:4]1[CH:9]=[CH:8][C:7]([C:10]([N:12]2[CH2:17][CH2:16][N:15]([CH:18]([CH3:20])[CH3:19])[CH2:14][CH2:13]2)=[O:11])=[N:6][CH:5]=1.COC([C:26]1[CH:27]=[CH:28][C:29](C(O)=O)=[N:30][CH:31]=1)=O.Cl.Cl.C(N1CCNCC1)(C)C.O.ON1C2C=CC=CC=2N=N1.Cl.CN(C)CCCN=C=NCC.CN1CCOCC1, predict the reaction product.